Task: Predict the product of the given reaction.. Dataset: Forward reaction prediction with 1.9M reactions from USPTO patents (1976-2016) (1) Given the reactants [Cl:1][C:2]1[CH:18]=[CH:17][C:5]([CH2:6][O:7][C:8]2[C:9](=[O:16])[CH:10]=[C:11]([CH2:14][OH:15])[NH:12][CH:13]=2)=[CH:4][CH:3]=1.[CH3:19][Si](C=[N+]=[N-])(C)C, predict the reaction product. The product is: [Cl:1][C:2]1[CH:18]=[CH:17][C:5]([CH2:6][O:7][C:8]2[C:9]([O:16][CH3:19])=[CH:10][C:11]([CH2:14][OH:15])=[N:12][CH:13]=2)=[CH:4][CH:3]=1. (2) Given the reactants C(N(CC)CC)C.[CH3:8][C:9]1[N:10]([CH2:29][CH:30]2[CH2:34][CH:33]([CH3:35])[NH:32][CH2:31]2)[C:11]2[C:16]([CH:17]=1)=[CH:15][C:14]([C:18]1[CH:19]=[N:20][N:21]([CH:23]3[CH2:28][CH2:27][CH2:26][CH2:25][O:24]3)[CH:22]=1)=[CH:13][CH:12]=2.[C:36](Cl)(=[O:45])[CH2:37][CH2:38][C:39]1[CH:44]=[CH:43][CH:42]=[CH:41][CH:40]=1.C(=O)(O)[O-].[Na+], predict the reaction product. The product is: [CH3:35][CH:33]1[CH2:34][CH:30]([CH2:29][N:10]2[C:11]3[C:16](=[CH:15][C:14]([C:18]4[CH:19]=[N:20][N:21]([CH:23]5[CH2:28][CH2:27][CH2:26][CH2:25][O:24]5)[CH:22]=4)=[CH:13][CH:12]=3)[CH:17]=[C:9]2[CH3:8])[CH2:31][N:32]1[C:36](=[O:45])[CH2:37][CH2:38][C:39]1[CH:44]=[CH:43][CH:42]=[CH:41][CH:40]=1.